This data is from Full USPTO retrosynthesis dataset with 1.9M reactions from patents (1976-2016). The task is: Predict the reactants needed to synthesize the given product. The reactants are: [OH:1][C:2]1[CH:7]=[CH:6][C:5]([C:8]2([C:11]([OH:13])=O)[CH2:10][CH2:9]2)=[CH:4][CH:3]=1.F[P-](F)(F)(F)(F)F.N1(O[P+](N(C)C)(N(C)C)N(C)C)[C:25]2[CH:26]=[CH:27][CH:28]=[CH:29][C:24]=2N=N1.Cl.Cl.[NH:43]1[CH2:47][CH2:46][C:45]2([C:55]3[CH:54]=[CH:53][N:52]=[CH:51][C:50]=3[C:49](=[O:56])[O:48]2)[CH2:44]1.[CH:57](N(CC)C(C)C)(C)[CH3:58]. Given the product [C:24]1([CH2:57][CH2:58][O:1][C:2]2[CH:3]=[CH:4][C:5]([C:8]3([C:11]([N:43]4[CH2:47][CH2:46][C:45]5([C:55]6[CH:54]=[CH:53][N:52]=[CH:51][C:50]=6[C:49](=[O:56])[O:48]5)[CH2:44]4)=[O:13])[CH2:9][CH2:10]3)=[CH:6][CH:7]=2)[CH:25]=[CH:26][CH:27]=[CH:28][CH:29]=1, predict the reactants needed to synthesize it.